From a dataset of NCI-60 drug combinations with 297,098 pairs across 59 cell lines. Regression. Given two drug SMILES strings and cell line genomic features, predict the synergy score measuring deviation from expected non-interaction effect. (1) Drug 1: C1CC(=O)NC(=O)C1N2CC3=C(C2=O)C=CC=C3N. Drug 2: CCCS(=O)(=O)NC1=C(C(=C(C=C1)F)C(=O)C2=CNC3=C2C=C(C=N3)C4=CC=C(C=C4)Cl)F. Cell line: SW-620. Synergy scores: CSS=-1.40, Synergy_ZIP=9.74, Synergy_Bliss=10.7, Synergy_Loewe=-5.77, Synergy_HSA=-7.18. (2) Drug 1: CC1=C(N=C(N=C1N)C(CC(=O)N)NCC(C(=O)N)N)C(=O)NC(C(C2=CN=CN2)OC3C(C(C(C(O3)CO)O)O)OC4C(C(C(C(O4)CO)O)OC(=O)N)O)C(=O)NC(C)C(C(C)C(=O)NC(C(C)O)C(=O)NCCC5=NC(=CS5)C6=NC(=CS6)C(=O)NCCC[S+](C)C)O. Drug 2: C1C(C(OC1N2C=NC(=NC2=O)N)CO)O. Cell line: A498. Synergy scores: CSS=11.5, Synergy_ZIP=1.21, Synergy_Bliss=2.57, Synergy_Loewe=-4.74, Synergy_HSA=1.26.